Dataset: CYP3A4 inhibition data for predicting drug metabolism from PubChem BioAssay. Task: Regression/Classification. Given a drug SMILES string, predict its absorption, distribution, metabolism, or excretion properties. Task type varies by dataset: regression for continuous measurements (e.g., permeability, clearance, half-life) or binary classification for categorical outcomes (e.g., BBB penetration, CYP inhibition). Dataset: cyp3a4_veith. (1) The drug is C1CNCCN1.C[C@H](CCC(=O)O)[C@H]1CC[C@@H]2[C@@H]3[C@@H](O)C[C@H]4C[C@@H](O)CC[C@@]4(C)[C@@H]3C[C@@H](O)[C@@]12C. The result is 0 (non-inhibitor). (2) The molecule is C[C@H]1C(=O)O[C@@H]2CCN3CC=C(COC(=O)[C@@](C)(O)[C@@]1(C)O)[C@H]23. The result is 0 (non-inhibitor). (3) The molecule is CCOc1c2ccc(C(=O)NCc3ccc(OC(F)(F)F)cc3)cc2nn1CC. The result is 0 (non-inhibitor). (4) The molecule is O=C(Nc1cc(C(=O)Nc2ccc(S(=O)(=O)[O-])cc2S(=O)(=O)[O-])cc(C(=O)Nc2ccc(S(=O)(=O)[O-])cc2S(=O)(=O)[O-])c1)Nc1cc(C(=O)Nc2ccc(S(=O)(=O)[O-])cc2S(=O)(=O)[O-])cc(C(=O)Nc2ccc(S(=O)(=O)[O-])cc2S(=O)(=O)[O-])c1.[Na+].[Na+].[Na+].[Na+].[Na+].[Na+].[Na+].[Na+]. The result is 0 (non-inhibitor). (5) The result is 0 (non-inhibitor). The molecule is CC(NC(=O)c1cc2ccccc2o1)C(=O)O. (6) The molecule is Cc1c(CCOC(=O)C2C3CC4CC(C3)CC2C4)sc[n+]1CC(=O)c1ccc(Br)cc1.[Br-]. The result is 1 (inhibitor). (7) The molecule is CCOc1[nH]n(-c2ccc(Cl)cc2)c(=O)c1C=Nc1ccc(O)cc1. The result is 0 (non-inhibitor). (8) The drug is Cc1noc(N)c1C(=O)Nc1ccc(F)cc1. The result is 0 (non-inhibitor).